This data is from Catalyst prediction with 721,799 reactions and 888 catalyst types from USPTO. The task is: Predict which catalyst facilitates the given reaction. (1) Reactant: C(N1CCOCC1)=O.[Br:9][C:10]1[CH:15]=[CH:14][C:13]([CH2:16][C:17]([OH:19])=[O:18])=[CH:12][CH:11]=1.C(Cl)(=O)C(Cl)=O.[CH2:26](O)[C:27]1[CH:32]=[CH:31][CH:30]=[CH:29][CH:28]=1. Product: [Br:9][C:10]1[CH:11]=[CH:12][C:13]([CH2:16][C:17]([O:19][CH2:26][C:27]2[CH:32]=[CH:31][CH:30]=[CH:29][CH:28]=2)=[O:18])=[CH:14][CH:15]=1. The catalyst class is: 4. (2) Reactant: [CH2:1](Cl)[CH:2]=[CH2:3].[NH2:5][C:6]1[NH:7][C:8](=[S:22])[C:9]2[N:10]=[CH:11][N:12]([C@@H:15]3[CH2:19][C@H:18]([CH2:20][OH:21])[CH:17]=[CH:16]3)[C:13]=2[N:14]=1.O. Product: [NH2:5][C:6]1[N:14]=[C:13]2[C:9]([N:10]=[CH:11][N:12]2[C@@H:15]2[CH2:19][C@H:18]([CH2:20][OH:21])[CH:17]=[CH:16]2)=[C:8]([S:22][CH2:3][CH:2]=[CH2:1])[N:7]=1. The catalyst class is: 758. (3) Reactant: C(N(CC)CC)C.[C:8]([O:12][C:13](ON=C(C1C=CC=CC=1)C#N)=[O:14])([CH3:11])([CH3:10])[CH3:9].[NH2:26][C@@:27]1([C:47]([OH:49])=[O:48])[C@H:32]([CH2:33][S:34][C:35]2[CH:40]=[CH:39][C:38]([F:41])=[C:37]([F:42])[CH:36]=2)[C@@H:31]([OH:43])[C@@H:30]2[C@H:28]1[C@H:29]2[C:44]([OH:46])=[O:45]. Product: [C:8]([O:12][C:13]([NH:26][C@@:27]1([C:47]([OH:49])=[O:48])[C@H:32]([CH2:33][S:34][C:35]2[CH:40]=[CH:39][C:38]([F:41])=[C:37]([F:42])[CH:36]=2)[C@@H:31]([OH:43])[C@@H:30]2[C@H:28]1[C@H:29]2[C:44]([OH:46])=[O:45])=[O:14])([CH3:11])([CH3:10])[CH3:9]. The catalyst class is: 38. (4) Reactant: [F:1][C:2]1[CH:9]=[C:8](/[CH:10]=[CH:11]/[B:12]2[O:16][C:15]([CH3:18])([CH3:17])[C:14]([CH3:20])([CH3:19])[O:13]2)[CH:7]=[CH:6][C:3]=1[CH:4]=O.[NH:21]1[CH2:26][CH2:25][O:24][CH2:23][CH2:22]1.[BH-](OC(C)=O)(OC(C)=O)OC(C)=O.[Na+].CC(O)=O. Product: [F:1][C:2]1[CH:9]=[C:8](/[CH:10]=[CH:11]/[B:12]2[O:16][C:15]([CH3:18])([CH3:17])[C:14]([CH3:20])([CH3:19])[O:13]2)[CH:7]=[CH:6][C:3]=1[CH2:4][N:21]1[CH2:26][CH2:25][O:24][CH2:23][CH2:22]1. The catalyst class is: 26. (5) Reactant: [CH3:1][O:2][C:3]1[CH:40]=[CH:39][C:6]([CH2:7][N:8]2[C:12]([NH:13][C:14]3[CH:19]=[CH:18][CH:17]=[C:16]([C:20]([F:23])([F:22])[F:21])[CH:15]=3)=[CH:11][C:10]([CH:24]3[CH2:28][CH2:27][CH:26]([NH:29][CH2:30][C:31]4[CH:36]=[CH:35][C:34]([O:37][CH3:38])=[CH:33][CH:32]=4)[CH2:25]3)=[N:9]2)=[CH:5][CH:4]=1.[C:41](OC(=O)C)(=[O:43])[CH3:42]. Product: [CH3:38][O:37][C:34]1[CH:35]=[CH:36][C:31]([CH2:30][N:29]([CH:26]2[CH2:27][CH2:28][CH:24]([C:10]3[CH:11]=[C:12]([NH:13][C:14]4[CH:19]=[CH:18][CH:17]=[C:16]([C:20]([F:22])([F:21])[F:23])[CH:15]=4)[N:8]([CH2:7][C:6]4[CH:5]=[CH:4][C:3]([O:2][CH3:1])=[CH:40][CH:39]=4)[N:9]=3)[CH2:25]2)[C:41](=[O:43])[CH3:42])=[CH:32][CH:33]=1. The catalyst class is: 17. (6) Reactant: [H-].[Na+].[CH2:3]([OH:10])[C:4]1[CH:9]=[CH:8][CH:7]=[CH:6][CH:5]=1.[F:11][C:12]1[C:22](F)=[CH:21][C:15]([C:16]([N:18]([CH3:20])[CH3:19])=[O:17])=[C:14]([N+:24]([O-:26])=[O:25])[CH:13]=1.C(O)(=O)CC(CC(O)=O)(C(O)=O)O. Product: [CH2:3]([O:10][C:22]1[C:12]([F:11])=[CH:13][C:14]([N+:24]([O-:26])=[O:25])=[C:15]([CH:21]=1)[C:16]([N:18]([CH3:20])[CH3:19])=[O:17])[C:4]1[CH:9]=[CH:8][CH:7]=[CH:6][CH:5]=1. The catalyst class is: 3. (7) Reactant: [CH3:1][O:2][C:3]1[C:8]([CH3:9])=[CH:7][C:6]([C:10]2[CH2:11][C:12]([C:17]([F:20])([F:19])[F:18])(O)[N:13]([CH3:15])[N:14]=2)=[C:5]([CH3:21])[CH:4]=1.Cl. Product: [CH3:1][O:2][C:3]1[C:8]([CH3:9])=[CH:7][C:6]([C:10]2[CH:11]=[C:12]([C:17]([F:19])([F:20])[F:18])[N:13]([CH3:15])[N:14]=2)=[C:5]([CH3:21])[CH:4]=1. The catalyst class is: 7.